Dataset: Ames mutagenicity test results for genotoxicity prediction. Task: Regression/Classification. Given a drug SMILES string, predict its toxicity properties. Task type varies by dataset: regression for continuous values (e.g., LD50, hERG inhibition percentage) or binary classification for toxic/non-toxic outcomes (e.g., AMES mutagenicity, cardiotoxicity, hepatotoxicity). Dataset: ames. (1) The molecule is O=C(OCc1ccc(Cl)cc1Cl)c1cccc2cccnc12. The result is 0 (non-mutagenic). (2) The drug is CCO[P@](=S)(CC)Sc1ccccc1. The result is 0 (non-mutagenic). (3) The compound is O=C1c2ccccc2C(=O)c2c1cc(O)c(O)c2O. The result is 1 (mutagenic). (4) The compound is c1ccc([C@H]2CO2)cc1. The result is 1 (mutagenic). (5) The drug is CC(=O)OC1C2CC(C)(C)CC2=C(C=O)C2(C=O)CC12C. The result is 0 (non-mutagenic). (6) The drug is CCN(C(=O)CCCl)c1snc2ccccc12. The result is 1 (mutagenic). (7) The drug is CCCCCN(N=O)C(=N)NN(O)O. The result is 1 (mutagenic). (8) The compound is CCCC(=O)OCc1cccc([N+](=O)[O-])c1. The result is 0 (non-mutagenic). (9) The drug is Nc1cc([N+](=O)[O-])c(N)cc1F. The result is 1 (mutagenic). (10) The drug is COc1cc2c(c(OC)c1OC)-c1ccc(OC)c(=O)cc1C(NC(C)=O)CC2. The result is 0 (non-mutagenic).